This data is from Forward reaction prediction with 1.9M reactions from USPTO patents (1976-2016). The task is: Predict the product of the given reaction. (1) Given the reactants [Br:1][C:2]1[O:10][C:9]2[CH:8]=[CH:7][NH:6][C:5](=[O:11])[C:4]=2[CH:3]=1.[Si:12]([O:19][C:20]1[CH:25]=[CH:24][C:23](B(O)O)=[CH:22][C:21]=1[O:29][CH3:30])([C:15]([CH3:18])([CH3:17])[CH3:16])([CH3:14])[CH3:13].C(N(CC)CC)C.N1C=CC=CC=1, predict the reaction product. The product is: [Br:1][C:2]1[O:10][C:9]2[CH:8]=[CH:7][N:6]([C:23]3[CH:24]=[CH:25][C:20]([O:19][Si:12]([C:15]([CH3:16])([CH3:17])[CH3:18])([CH3:13])[CH3:14])=[C:21]([O:29][CH3:30])[CH:22]=3)[C:5](=[O:11])[C:4]=2[CH:3]=1. (2) Given the reactants [F:1][C:2]1[CH:3]=[C:4]([N+:34]([O-])=O)[C:5]([OH:33])=[C:6]([C:8]([CH3:32])([CH3:31])[CH2:9][C:10]([OH:30])([C:26]([F:29])([F:28])[F:27])[C:11]([NH:13][C:14]2[CH:15]=[CH:16][C:17]3[C:22](=[O:23])[O:21][N:20]=[C:19]([CH3:24])[C:18]=3[CH:25]=2)=[O:12])[CH:7]=1.[CH2:37](OC(OCC)OCC)C.C(OCC)(=O)C, predict the reaction product. The product is: [F:1][C:2]1[CH:7]=[C:6]([C:8]([CH3:31])([CH3:32])[CH2:9][C:10]([OH:30])([C:26]([F:29])([F:27])[F:28])[C:11]([NH:13][C:14]2[CH:15]=[CH:16][C:17]3[C:22](=[O:23])[O:21][N:20]=[C:19]([CH3:24])[C:18]=3[CH:25]=2)=[O:12])[C:5]2[O:33][CH:37]=[N:34][C:4]=2[CH:3]=1. (3) Given the reactants [Cl:1][C:2]1[CH:7]=[CH:6][C:5]([C:8]2[CH:13]=[C:12]([C:14]([F:17])([F:16])[F:15])[N:11]=[C:10]([C:18]3[CH:23]=[CH:22][N:21]=[C:20](Cl)[CH:19]=3)[N:9]=2)=[CH:4][CH:3]=1.[N:25]1[CH:30]=[CH:29][C:28](B(O)O)=[CH:27][CH:26]=1, predict the reaction product. The product is: [Cl:1][C:2]1[CH:3]=[CH:4][C:5]([C:8]2[CH:13]=[C:12]([C:14]([F:17])([F:15])[F:16])[N:11]=[C:10]([C:18]3[CH:23]=[CH:22][N:21]=[C:20]([C:28]4[CH:29]=[CH:30][N:25]=[CH:26][CH:27]=4)[CH:19]=3)[N:9]=2)=[CH:6][CH:7]=1.